From a dataset of Forward reaction prediction with 1.9M reactions from USPTO patents (1976-2016). Predict the product of the given reaction. (1) Given the reactants [NH2:1][C:2]1[N:6]([C:7]2[C:12]([Cl:13])=[CH:11][C:10]([Cl:14])=[CH:9][C:8]=2[Cl:15])[N:5]=[C:4]([CH2:16][CH3:17])[C:3]=1[C:18]([NH2:20])=[O:19].[CH3:21][O:22][C:23]1[CH:24]=[C:25]([CH2:29][C:30](Cl)=O)[CH:26]=[CH:27][CH:28]=1.[O-]CC.[Na+], predict the reaction product. The product is: [Cl:13][C:12]1[CH:11]=[C:10]([Cl:14])[CH:9]=[C:8]([Cl:15])[C:7]=1[N:6]1[C:2]2=[N:1][C:30]([CH2:29][C:25]3[CH:26]=[CH:27][CH:28]=[C:23]([O:22][CH3:21])[CH:24]=3)=[N:20][C:18](=[O:19])[C:3]2=[C:4]([CH2:16][CH3:17])[NH:5]1. (2) Given the reactants [CH3:1][NH:2][C:3]([NH2:5])=[O:4].[S-:6][C:7]#[N:8].[Na+:9], predict the reaction product. The product is: [CH3:1][NH:2][C:3]([NH2:5])=[O:4].[S-:6][C:7]#[N:8].[Na+:9].